From a dataset of Full USPTO retrosynthesis dataset with 1.9M reactions from patents (1976-2016). Predict the reactants needed to synthesize the given product. (1) Given the product [CH2:28]([C@@:8]12[CH2:7][CH2:6][C:5]3[CH:4]=[C:3]([O:2][CH3:1])[CH:20]=[CH:19][C:18]=3[C@H:17]1[CH2:16][CH2:15][C@@:13]1([CH3:14])[C@H:9]2[CH2:10][CH2:11][C@@H:12]1[O:21][CH:22]1[CH2:27][CH2:26][CH2:25][CH2:24][O:23]1)[CH3:29], predict the reactants needed to synthesize it. The reactants are: [CH3:1][O:2][C:3]1[CH:20]=[CH:19][C:18]2[C@@H:17]3[C@:8]([CH:28]=[CH2:29])([C@H:9]4[C@@:13]([CH2:15][CH2:16]3)([CH3:14])[C@@H:12]([O:21][CH:22]3[CH2:27][CH2:26][CH2:25][CH2:24][O:23]3)[CH2:11][CH2:10]4)[CH2:7][CH2:6][C:5]=2[CH:4]=1.C1COCC1. (2) The reactants are: [Cl:1][C:2]1[CH:7]=[C:6]([Cl:8])[CH:5]=[CH:4][C:3]=1[N:9]1[C:13]([C:14]2[CH:19]=[CH:18][C:17]([C:20]([F:23])([F:22])[F:21])=[CH:16][CH:15]=2)=[C:12]([CH3:24])[C:11]([C:25](O)=O)=[N:10]1.[CH3:28][C:29]([NH:34][CH3:35])([CH3:33])[C:30]([NH2:32])=[O:31]. Given the product [Cl:1][C:2]1[CH:7]=[C:6]([Cl:8])[CH:5]=[CH:4][C:3]=1[N:9]1[C:13]([C:14]2[CH:15]=[CH:16][C:17]([C:20]([F:22])([F:21])[F:23])=[CH:18][CH:19]=2)=[C:12]([CH3:24])[C:11]([C:25]2[N:34]([CH3:35])[C:29]([CH3:33])([CH3:28])[C:30](=[O:31])[N:32]=2)=[N:10]1, predict the reactants needed to synthesize it.